This data is from Merck oncology drug combination screen with 23,052 pairs across 39 cell lines. The task is: Regression. Given two drug SMILES strings and cell line genomic features, predict the synergy score measuring deviation from expected non-interaction effect. (1) Drug 1: NC1(c2ccc(-c3nc4ccn5c(=O)[nH]nc5c4cc3-c3ccccc3)cc2)CCC1. Drug 2: NC1CCCCC1N.O=C(O)C(=O)O.[Pt+2]. Cell line: ZR751. Synergy scores: synergy=-9.77. (2) Cell line: LNCAP. Drug 1: Nc1ccn(C2OC(CO)C(O)C2(F)F)c(=O)n1. Drug 2: NC1(c2ccc(-c3nc4ccn5c(=O)[nH]nc5c4cc3-c3ccccc3)cc2)CCC1. Synergy scores: synergy=-110. (3) Cell line: UWB1289BRCA1. Synergy scores: synergy=19.7. Drug 1: C=CCn1c(=O)c2cnc(Nc3ccc(N4CCN(C)CC4)cc3)nc2n1-c1cccc(C(C)(C)O)n1. Drug 2: CCc1c2c(nc3ccc(O)cc13)-c1cc3c(c(=O)n1C2)COC(=O)C3(O)CC. (4) Drug 1: CN(C)C(=N)N=C(N)N. Drug 2: NC(=O)c1cccc2cn(-c3ccc(C4CCCNC4)cc3)nc12. Cell line: NCIH23. Synergy scores: synergy=-1.66. (5) Drug 1: O=P1(N(CCCl)CCCl)NCCCO1. Drug 2: NC(=O)c1cccc2cn(-c3ccc(C4CCCNC4)cc3)nc12. Cell line: PA1. Synergy scores: synergy=-0.827. (6) Drug 1: Nc1ccn(C2OC(CO)C(O)C2(F)F)c(=O)n1. Drug 2: O=C(NOCC(O)CO)c1ccc(F)c(F)c1Nc1ccc(I)cc1F. Cell line: NCIH460. Synergy scores: synergy=16.0. (7) Drug 1: CCC1=CC2CN(C1)Cc1c([nH]c3ccccc13)C(C(=O)OC)(c1cc3c(cc1OC)N(C)C1C(O)(C(=O)OC)C(OC(C)=O)C4(CC)C=CCN5CCC31C54)C2. Drug 2: CCc1cnn2c(NCc3ccc[n+]([O-])c3)cc(N3CCCCC3CCO)nc12. Cell line: SW837. Synergy scores: synergy=-12.8. (8) Drug 1: O=C(NOCC(O)CO)c1ccc(F)c(F)c1Nc1ccc(I)cc1F. Drug 2: CCc1cnn2c(NCc3ccc[n+]([O-])c3)cc(N3CCCCC3CCO)nc12. Cell line: A2058. Synergy scores: synergy=-1.48.